Dataset: Reaction yield outcomes from USPTO patents with 853,638 reactions. Task: Predict the reaction yield, written as a fraction of the theoretical maximum amount of product (1.0 means a 100% yield; for example, 0.34 means a 34% yield). (1) The reactants are C(OC(=O)[NH:7][C@H:8]([C:19](=[S:21])[NH2:20])[CH2:9][C:10]1[CH:15]=[CH:14][C:13]([N+:16]([O-:18])=[O:17])=[CH:12][CH:11]=1)(C)(C)C.Br[CH2:24][C:25](=O)[CH2:26][CH3:27].C(OCC)C. The catalyst is CC#N. The product is [CH2:26]([C:25]1[N:20]=[C:19]([C@@H:8]([NH2:7])[CH2:9][C:10]2[CH:11]=[CH:12][C:13]([N+:16]([O-:18])=[O:17])=[CH:14][CH:15]=2)[S:21][CH:24]=1)[CH3:27]. The yield is 0.900. (2) The reactants are [F:1][C:2]1[CH:7]=[CH:6][C:5]([CH:8]2[CH2:13][CH2:12][N:11]([C:14]3[N:19]=[C:18]([CH3:20])[N:17]([CH2:21][C:22]4[S:23][C:24]([C:27]([F:30])([F:29])[F:28])=[CH:25][CH:26]=4)[C:16](=[O:31])[N:15]=3)[CH2:10][C:9]2([CH2:37][O:38][CH2:39][O:40]C)[CH2:32]OCOC)=[CH:4][CH:3]=1.Cl.C(=O)([O-])[O-].[Na+].[Na+].C(Cl)(Cl)Cl. The catalyst is O1CCOCC1. The product is [F:1][C:2]1[CH:7]=[CH:6][C:5]([CH:8]2[C:9]3([CH2:32][O:40][CH2:39][O:38][CH2:37]3)[CH2:10][N:11]([C:14]3[N:19]=[C:18]([CH3:20])[N:17]([CH2:21][C:22]4[S:23][C:24]([C:27]([F:30])([F:29])[F:28])=[CH:25][CH:26]=4)[C:16](=[O:31])[N:15]=3)[CH2:12][CH2:13]2)=[CH:4][CH:3]=1. The yield is 0.760. (3) The reactants are [F:1][C:2]1[CH:7]=[CH:6][C:5]([C@:8]2([CH2:32][CH2:33][CH2:34][OH:35])[O:13][C:12](=[O:14])[N:11]([C@H:15]([C:17]3[CH:22]=[CH:21][C:20](B4OC(C)(C)C(C)(C)O4)=[CH:19][CH:18]=3)[CH3:16])[CH2:10][CH2:9]2)=[CH:4][CH:3]=1.[Cl:36][C:37]1[N:42]=[C:41](Cl)[CH:40]=[CH:39][N:38]=1.C([O-])([O-])=O.[Cs+].[Cs+]. The catalyst is O1CCOCC1.Cl[Pd](Cl)([P](C1C=CC=CC=1)(C1C=CC=CC=1)C1C=CC=CC=1)[P](C1C=CC=CC=1)(C1C=CC=CC=1)C1C=CC=CC=1. The product is [Cl:36][C:37]1[N:42]=[C:41]([C:20]2[CH:19]=[CH:18][C:17]([C@@H:15]([N:11]3[CH2:10][CH2:9][C@@:8]([C:5]4[CH:6]=[CH:7][C:2]([F:1])=[CH:3][CH:4]=4)([CH2:32][CH2:33][CH2:34][OH:35])[O:13][C:12]3=[O:14])[CH3:16])=[CH:22][CH:21]=2)[CH:40]=[CH:39][N:38]=1. The yield is 0.620. (4) The reactants are Br[C:2]1[CH:3]=[CH:4][C:5]2[N:6]([C:15]3[CH:20]=[CH:19][CH:18]=[CH:17][CH:16]=3)[C:7]3[C:12]([C:13]=2[CH:14]=1)=[CH:11][CH:10]=[CH:9][CH:8]=3.C([Li])CCC.[B:26](OC)([O:29]C)[O:27]C.Cl. The catalyst is CCCCCC.O1CCCC1. The product is [C:7]1([N:6]2[C:5]3[CH:13]=[CH:14][C:2]([B:26]([OH:29])[OH:27])=[CH:3][C:4]=3[C:20]3[C:15]2=[CH:16][CH:17]=[CH:18][CH:19]=3)[CH:12]=[CH:11][CH:10]=[CH:9][CH:8]=1. The yield is 0.680. (5) The reactants are [C:1](Cl)(=[O:3])[CH3:2].[CH3:5][CH:6]([NH2:13])[CH2:7][CH2:8][CH2:9][CH2:10][CH2:11][CH3:12].C(N(CC)CC)C. The catalyst is C1COCC1.C(OCC)(=O)C. The product is [CH3:5][CH:6]([NH:13][C:1](=[O:3])[CH3:2])[CH2:7][CH2:8][CH2:9][CH2:10][CH2:11][CH3:12]. The yield is 0.730. (6) The reactants are [CH3:1][O:2][C:3]1[C:16]([O:17][CH3:18])=[CH:15][C:6]([CH:7]=[C:8]([C:12](=[O:14])[CH3:13])[C:9](=O)[CH3:10])=[CH:5][CH:4]=1.[C:19]([CH2:21][C:22]([NH2:24])=[S:23])#[N:20].C(N(CC)CC)C. The catalyst is C(O)C. The product is [C:12]([C:8]1[CH:9]([CH3:10])[NH:24][C:22](=[S:23])[CH:21]([C:19]#[N:20])[C:7]=1[C:6]1[CH:5]=[CH:4][C:3]([O:2][CH3:1])=[C:16]([O:17][CH3:18])[CH:15]=1)(=[O:14])[CH3:13]. The yield is 0.470. (7) The reactants are [CH:1]1([CH2:6][C@H:7]([CH2:11][N:12]([CH:21]=[O:22])[O:13][CH2:14][C:15]2[CH:20]=[CH:19][CH:18]=[CH:17][CH:16]=2)[C:8]([OH:10])=O)[CH2:5][CH2:4][CH2:3][CH2:2]1.[CH2:23]([C:25]1[N:30]=[C:29]([NH:31][NH2:32])[C:28]([F:33])=[C:27]([N:34]2[CH2:39][CH2:38][N:37]([CH3:40])[CH2:36][CH2:35]2)[N:26]=1)[CH3:24].C1C=NC2N(O)N=NC=2C=1.C(Cl)CCl.CN1CCOCC1. The catalyst is CN(C=O)C.O. The product is [CH:1]1([CH2:6][C@@H:7]([C:8]([NH:32][NH:31][C:29]2[C:28]([F:33])=[C:27]([N:34]3[CH2:39][CH2:38][N:37]([CH3:40])[CH2:36][CH2:35]3)[N:26]=[C:25]([CH2:23][CH3:24])[N:30]=2)=[O:10])[CH2:11][N:12]([O:13][CH2:14][C:15]2[CH:20]=[CH:19][CH:18]=[CH:17][CH:16]=2)[CH:21]=[O:22])[CH2:2][CH2:3][CH2:4][CH2:5]1. The yield is 0.840.